This data is from KCNQ2 potassium channel screen with 302,405 compounds. The task is: Binary Classification. Given a drug SMILES string, predict its activity (active/inactive) in a high-throughput screening assay against a specified biological target. (1) The drug is S(=O)(=O)(N(C)C)c1ccc(cc1)C(Oc1c([N+]([O-])=O)c(=O)[nH]c(c1)C)=O. The result is 0 (inactive). (2) The molecule is [nH]1c2c(nc1C)ccc(/N=N\N(C)C)c2. The result is 0 (inactive). (3) The result is 0 (inactive). The molecule is Clc1nc2c(cc1C1N(S(=O)(=O)c3ccccc3)N=C(C1)c1occc1)ccc(c2)C.